From a dataset of Peptide-MHC class II binding affinity with 134,281 pairs from IEDB. Regression. Given a peptide amino acid sequence and an MHC pseudo amino acid sequence, predict their binding affinity value. This is MHC class II binding data. The peptide sequence is SQDLELSWNLKGLQAY. The MHC is DRB1_0401 with pseudo-sequence DRB1_0401. The binding affinity (normalized) is 0.183.